Regression. Given a peptide amino acid sequence and an MHC pseudo amino acid sequence, predict their binding affinity value. This is MHC class I binding data. From a dataset of Peptide-MHC class I binding affinity with 185,985 pairs from IEDB/IMGT. (1) The peptide sequence is FADLMGYIPL. The MHC is Patr-B0101 with pseudo-sequence Patr-B0101. The binding affinity (normalized) is 0.0543. (2) The peptide sequence is YLLVKWYRK. The MHC is HLA-A03:01 with pseudo-sequence HLA-A03:01. The binding affinity (normalized) is 0.755. (3) The peptide sequence is AVRNAKAAV. The MHC is HLA-B18:01 with pseudo-sequence HLA-B18:01. The binding affinity (normalized) is 0.0847. (4) The peptide sequence is TLYICDKQSH. The MHC is HLA-A03:01 with pseudo-sequence HLA-A03:01. The binding affinity (normalized) is 0.110. (5) The peptide sequence is LILAPTRVV. The MHC is HLA-A02:01 with pseudo-sequence HLA-A02:01. The binding affinity (normalized) is 0.247. (6) The peptide sequence is ALDCQIYGA. The MHC is HLA-A02:02 with pseudo-sequence HLA-A02:02. The binding affinity (normalized) is 0.318.